From a dataset of Full USPTO retrosynthesis dataset with 1.9M reactions from patents (1976-2016). Predict the reactants needed to synthesize the given product. (1) Given the product [CH3:1][O:2][C:3]1[CH:14]=[CH:13][C:6]([CH2:7][NH:8][C@@H:9]([CH3:12])[CH2:10][OH:11])=[CH:5][CH:4]=1, predict the reactants needed to synthesize it. The reactants are: [CH3:1][O:2][C:3]1[CH:14]=[CH:13][C:6]([CH:7]=[N:8][C@@H:9]([CH3:12])[CH2:10][OH:11])=[CH:5][CH:4]=1.[BH4-].[Na+]. (2) Given the product [CH3:28][C:25]1([CH3:29])[C:26]2[C:21](=[CH:20][C:19]([CH3:32])=[C:18]([C:6]3[CH:7]=[C:8](/[CH:11]=[CH:12]/[C:13]([OH:15])=[O:14])[CH:9]=[CH:10][C:5]=3[OH:4])[CH:27]=2)[C:22]([CH3:31])([CH3:30])[CH:23]=[CH:24]1, predict the reactants needed to synthesize it. The reactants are: C([O:4][C:5]1[CH:10]=[CH:9][C:8](/[CH:11]=[CH:12]/[C:13]([O:15]CC)=[O:14])=[CH:7][C:6]=1[C:18]1[CH:27]=[C:26]2[C:21]([C:22]([CH3:31])([CH3:30])[CH:23]=[CH:24][C:25]2([CH3:29])[CH3:28])=[CH:20][C:19]=1[CH3:32])(=O)C.[OH-].[K+].Cl. (3) The reactants are: [NH2:1][C:2]1[N:10]=[C:9]2[C:5]([NH:6][CH:7]=[N:8]2)=[C:4](Cl)[N:3]=1.[CH3:12][O:13][C:14]1[CH:15]=[C:16]2[C:21](=[CH:22][CH:23]=1)[NH:20][CH2:19][CH2:18][CH2:17]2. Given the product [NH2:1][C:2]1[N:10]=[C:9]2[C:5]([NH:6][CH:7]=[N:8]2)=[C:4]([N:20]2[C:21]3[C:16](=[CH:15][C:14]([O:13][CH3:12])=[CH:23][CH:22]=3)[CH2:17][CH2:18][CH2:19]2)[N:3]=1, predict the reactants needed to synthesize it. (4) The reactants are: [CH:1]1([N:4]([CH2:39][C:40]2[CH:45]=[C:44]([CH2:46][CH2:47][CH2:48][O:49][CH3:50])[CH:43]=[C:42]([O:51][CH2:52][C:53]([OH:56])([CH3:55])[CH3:54])[CH:41]=2)[C:5]([C@@H:7]2[C@@H:12]([C:13]3[CH:18]=[CH:17][C:16]([O:19][CH2:20][CH2:21][O:22][C:23]4[C:28]([Cl:29])=[CH:27][C:26]([CH3:30])=[CH:25][C:24]=4[Cl:31])=[CH:15][CH:14]=3)[CH2:11][CH2:10][N:9](C(OC(C)(C)C)=O)[CH2:8]2)=[O:6])[CH2:3][CH2:2]1.I[Si](C)(C)C.[F-].C([N+](CCCC)(CCCC)CCCC)CCC. Given the product [CH:1]1([N:4]([CH2:39][C:40]2[CH:45]=[C:44]([CH2:46][CH2:47][CH2:48][O:49][CH3:50])[CH:43]=[C:42]([O:51][CH2:52][C:53]([OH:56])([CH3:54])[CH3:55])[CH:41]=2)[C:5]([C@@H:7]2[C@@H:12]([C:13]3[CH:18]=[CH:17][C:16]([O:19][CH2:20][CH2:21][O:22][C:23]4[C:28]([Cl:29])=[CH:27][C:26]([CH3:30])=[CH:25][C:24]=4[Cl:31])=[CH:15][CH:14]=3)[CH2:11][CH2:10][NH:9][CH2:8]2)=[O:6])[CH2:2][CH2:3]1, predict the reactants needed to synthesize it. (5) Given the product [F:12][C:11]([F:14])([F:13])[S:8]([O:22][C:23]1[CH:32]=[CH:31][C:30]2[C:25](=[C:26]([O:33][CH3:34])[CH:27]=[CH:28][CH:29]=2)[CH:24]=1)(=[O:10])=[O:9], predict the reactants needed to synthesize it. The reactants are: C1C=CC(N([S:8]([C:11]([F:14])([F:13])[F:12])(=[O:10])=[O:9])[S:8]([C:11]([F:14])([F:13])[F:12])(=[O:10])=[O:9])=CC=1.[OH:22][C:23]1[CH:32]=[CH:31][C:30]2[C:25](=[C:26]([O:33][CH3:34])[CH:27]=[CH:28][CH:29]=2)[CH:24]=1.O. (6) Given the product [OH-:14].[Cl:1][C:2]1[CH:3]=[C:4]([C:8]2[N:9]=[C:10]([N:16]3[C:20]4[CH:21]=[C:22]([CH2:25][N:31]([CH2:30][CH2:29][N:28]([CH3:33])[CH3:27])[CH3:32])[CH:23]=[CH:24][C:19]=4[N:18]=[CH:17]3)[S:11][C:12]=2[C:13]([NH2:15])=[O:14])[CH:5]=[CH:6][CH:7]=1, predict the reactants needed to synthesize it. The reactants are: [Cl:1][C:2]1[CH:3]=[C:4]([C:8]2[N:9]=[C:10]([N:16]3[C:20]4[CH:21]=[C:22]([CH:25]=O)[CH:23]=[CH:24][C:19]=4[N:18]=[CH:17]3)[S:11][C:12]=2[C:13]([NH2:15])=[O:14])[CH:5]=[CH:6][CH:7]=1.[CH3:27][N:28]([CH3:33])[CH2:29][CH2:30][NH:31][CH3:32].C(O[BH-](OC(=O)C)OC(=O)C)(=O)C.[Na+].[Cl-].[NH4+].C(=O)([O-])[O-].[K+].[K+]. (7) Given the product [F:23][C:24]1[C:29]([NH:18][C:17]2[CH:19]=[CH:20][CH:21]=[CH:22][C:16]=2[C:12]2[N:11]=[CH:10][N:9]=[C:8]3[C:13]=2[N:14]=[CH:15][N:7]3[CH:2]2[CH2:3][CH2:4][CH2:5][CH2:6][O:1]2)=[C:28]([F:31])[CH:27]=[CH:26][C:25]=1[NH:32][S:33]([CH2:36][CH2:37][CH3:38])(=[O:35])=[O:34], predict the reactants needed to synthesize it. The reactants are: [O:1]1[CH2:6][CH2:5][CH2:4][CH2:3][CH:2]1[N:7]1[CH:15]=[N:14][C:13]2[C:8]1=[N:9][CH:10]=[N:11][C:12]=2[C:16]1[CH:22]=[CH:21][CH:20]=[CH:19][C:17]=1[NH2:18].[F:23][C:24]1[C:29](I)=[C:28]([F:31])[CH:27]=[CH:26][C:25]=1[NH:32][S:33]([CH2:36][CH2:37][CH3:38])(=[O:35])=[O:34].N#N.C([O-])([O-])=O.[K+].[K+].